The task is: Regression. Given a peptide amino acid sequence and an MHC pseudo amino acid sequence, predict their binding affinity value. This is MHC class II binding data.. This data is from Peptide-MHC class II binding affinity with 134,281 pairs from IEDB. (1) The peptide sequence is EKDSPFKLSSSEPHC. The MHC is DRB1_0901 with pseudo-sequence DRB1_0901. The binding affinity (normalized) is 0.384. (2) The peptide sequence is KSVPLEMLLINLTTI. The MHC is H-2-IAb with pseudo-sequence H-2-IAb. The binding affinity (normalized) is 0.116. (3) The peptide sequence is LVGPTPVNIIGRNLLTQLGC. The MHC is HLA-DQA10501-DQB10201 with pseudo-sequence HLA-DQA10501-DQB10201. The binding affinity (normalized) is 0.0485. (4) The peptide sequence is NPPFGDSYIIVGRGD. The MHC is DRB3_0202 with pseudo-sequence DRB3_0202. The binding affinity (normalized) is 0. (5) The peptide sequence is AAEQLWVTVYYGVPVWK. The MHC is HLA-DQA10301-DQB10301 with pseudo-sequence HLA-DQA10301-DQB10301. The binding affinity (normalized) is 0.775. (6) The peptide sequence is NASHCNEMSWIQSIP. The MHC is DRB1_0401 with pseudo-sequence DRB1_0401. The binding affinity (normalized) is 0.220. (7) The peptide sequence is DRASYRAHWQDDDVT. The binding affinity (normalized) is 0. The MHC is HLA-DPA10301-DPB10402 with pseudo-sequence HLA-DPA10301-DPB10402. (8) The peptide sequence is RYANPIAFFRKEPLK. The MHC is DRB5_0101 with pseudo-sequence DRB5_0101. The binding affinity (normalized) is 0.790.